From a dataset of Reaction yield outcomes from USPTO patents with 853,638 reactions. Predict the reaction yield, written as a fraction of the theoretical maximum amount of product (1.0 means a 100% yield; for example, 0.34 means a 34% yield). (1) The reactants are Cl.[N:2]1[CH:7]=[CH:6][CH:5]=[CH:4][C:3]=1[N:8]([CH2:33][CH2:34][C:35]([O:37][CH2:38][CH3:39])=[O:36])[C:9]([C:11]1[CH:32]=[CH:31][C:14]2[N:15]([CH3:30])[C:16]([CH2:18][N:19]([C:21]3[CH:26]=[CH:25][C:24]([C:27](=[NH:29])[NH2:28])=[CH:23][CH:22]=3)[CH3:20])=[N:17][C:13]=2[CH:12]=1)=[O:10].Cl[C:41]([O:43][CH2:44][CH2:45][CH2:46][CH3:47])=[O:42]. No catalyst specified. The product is [N:2]1[CH:7]=[CH:6][CH:5]=[CH:4][C:3]=1[N:8]([CH2:33][CH2:34][C:35]([O:37][CH2:38][CH3:39])=[O:36])[C:9]([C:11]1[CH:32]=[CH:31][C:14]2[N:15]([CH3:30])[C:16]([CH2:18][N:19]([C:21]3[CH:26]=[CH:25][C:24]([C:27](=[NH:28])[NH:29][C:41]([O:43][CH2:44][CH2:45][CH2:46][CH3:47])=[O:42])=[CH:23][CH:22]=3)[CH3:20])=[N:17][C:13]=2[CH:12]=1)=[O:10]. The yield is 0.340. (2) The reactants are [NH2:1][C:2]1[C:7]([N+:8]([O-:10])=[O:9])=[CH:6][CH:5]=[CH:4][C:3]=1[OH:11].[C:12]([O-])([O-])=O.[K+].[K+].CI.O. The catalyst is CN(C=O)C. The product is [CH3:12][O:11][C:3]1[CH:4]=[CH:5][CH:6]=[C:7]([N+:8]([O-:10])=[O:9])[C:2]=1[NH2:1]. The yield is 0.900.